Dataset: Reaction yield outcomes from USPTO patents with 853,638 reactions. Task: Predict the reaction yield, written as a fraction of the theoretical maximum amount of product (1.0 means a 100% yield; for example, 0.34 means a 34% yield). (1) The reactants are [NH2:1][C:2]1[C:6]([C:7]([NH2:9])=[O:8])=[C:5]([NH:10][C:11]2[CH:16]=[CH:15][CH:14]=[CH:13][CH:12]=2)[N:4]([CH2:17][C:18]2[CH:23]=[CH:22][CH:21]=[CH:20][CH:19]=2)[N:3]=1.CCN=C=NCCCN(C)C.[C:35]([O:39][C:40]([NH:42][CH2:43][C:44](O)=[O:45])=[O:41])([CH3:38])([CH3:37])[CH3:36]. The catalyst is O1CCCC1.ClCCl. The product is [CH2:17]([N:4]1[C:5]([NH:10][C:11]2[CH:16]=[CH:15][CH:14]=[CH:13][CH:12]=2)=[C:6]([C:7](=[O:8])[NH2:9])[C:2]([NH:1][C:44](=[O:45])[CH2:43][NH:42][C:40](=[O:41])[O:39][C:35]([CH3:36])([CH3:37])[CH3:38])=[N:3]1)[C:18]1[CH:23]=[CH:22][CH:21]=[CH:20][CH:19]=1. The yield is 0.680. (2) The reactants are C[O:2][C:3](=[O:44])[CH2:4][C:5]1[CH:10]=[CH:9][CH:8]=[C:7]([CH2:11][C@@H:12]([NH:14][CH2:15][C@@H:16]([C:25]2[CH:34]=[CH:33][C:32]([O:35][CH2:36][C:37]3[CH:42]=[CH:41][CH:40]=[CH:39][CH:38]=3)=[C:31]3[C:26]=2[CH:27]=[CH:28][C:29](=[O:43])[NH:30]3)[O:17][Si:18]([C:21]([CH3:24])([CH3:23])[CH3:22])([CH3:20])[CH3:19])[CH3:13])[CH:6]=1.[OH-].[Li+].Cl. The catalyst is C1COCC1.CO.O. The product is [CH2:36]([O:35][C:32]1[CH:33]=[CH:34][C:25]([C@@H:16]([O:17][Si:18]([C:21]([CH3:22])([CH3:24])[CH3:23])([CH3:20])[CH3:19])[CH2:15][NH:14][C@@H:12]([CH3:13])[CH2:11][C:7]2[CH:6]=[C:5]([CH2:4][C:3]([OH:44])=[O:2])[CH:10]=[CH:9][CH:8]=2)=[C:26]2[C:31]=1[NH:30][C:29](=[O:43])[CH:28]=[CH:27]2)[C:37]1[CH:38]=[CH:39][CH:40]=[CH:41][CH:42]=1. The yield is 0.390. (3) The reactants are [CH:1]1([CH2:4][O:5][C:6]2[CH:11]=[CH:10][C:9](I)=[CH:8][CH:7]=2)[CH2:3][CH2:2]1.C1COCC1.C(N(CC)CC)C.[CH3:25][Si:26]([C:29]#[CH:30])([CH3:28])[CH3:27]. The catalyst is C(OCC)(=O)C.[Cu]I.Cl[Pd](Cl)([P](C1C=CC=CC=1)(C1C=CC=CC=1)C1C=CC=CC=1)[P](C1C=CC=CC=1)(C1C=CC=CC=1)C1C=CC=CC=1. The product is [CH:1]1([CH2:4][O:5][C:6]2[CH:11]=[CH:10][C:9]([C:30]#[C:29][Si:26]([CH3:28])([CH3:27])[CH3:25])=[CH:8][CH:7]=2)[CH2:3][CH2:2]1. The yield is 0.690.